This data is from NCI-60 drug combinations with 297,098 pairs across 59 cell lines. The task is: Regression. Given two drug SMILES strings and cell line genomic features, predict the synergy score measuring deviation from expected non-interaction effect. Drug 1: COC1=CC(=CC(=C1O)OC)C2C3C(COC3=O)C(C4=CC5=C(C=C24)OCO5)OC6C(C(C7C(O6)COC(O7)C8=CC=CS8)O)O. Drug 2: CN(CCCl)CCCl.Cl. Cell line: MCF7. Synergy scores: CSS=40.5, Synergy_ZIP=-9.49, Synergy_Bliss=-3.56, Synergy_Loewe=-5.51, Synergy_HSA=-0.652.